This data is from Full USPTO retrosynthesis dataset with 1.9M reactions from patents (1976-2016). The task is: Predict the reactants needed to synthesize the given product. (1) Given the product [CH:1]([N:4]1[C:13]2[C:8](=[CH:9][C:10]3[O:16][CH2:15][O:14][C:11]=3[CH:12]=2)[CH:7]([C:17]2[CH:22]=[CH:21][C:20]3[O:23][CH:26]=[N:24][C:19]=3[CH:18]=2)[NH:6][C:5]1=[O:25])([CH3:3])[CH3:2], predict the reactants needed to synthesize it. The reactants are: [CH:1]([N:4]1[C:13]2[C:8](=[CH:9][C:10]3[O:16][CH2:15][O:14][C:11]=3[CH:12]=2)[C:7]([C:17]2[CH:22]=[CH:21][C:20]([OH:23])=[C:19]([NH2:24])[CH:18]=2)=[N:6][C:5]1=[O:25])([CH3:3])[CH3:2].[CH:26](OCC)(OCC)OCC. (2) Given the product [ClH:24].[NH2:5][CH:6]1[CH2:15][C:14]2[C:9](=[CH:10][CH:11]=[CH:12][C:13]=2[O:16][CH3:17])[NH:8][C:7]1=[O:18], predict the reactants needed to synthesize it. The reactants are: C(N[NH:5][C:6]1(C(OCC)=O)[CH2:15][C:14]2[C:9](=[CH:10][CH:11]=[CH:12][C:13]=2[O:16][CH3:17])[NH:8][C:7]1=[O:18])(=O)C.[ClH:24]. (3) Given the product [NH2:1][C:2]1[C:7]([N+:8]([O-:10])=[O:9])=[CH:6][C:5]([C:26]2[CH:27]=[N:28][CH:29]=[CH:30][CH:31]=2)=[CH:4][C:3]=1[C:12]([CH:14]1[CH2:19][CH2:18][CH2:17][CH2:16][CH2:15]1)=[O:13], predict the reactants needed to synthesize it. The reactants are: [NH2:1][C:2]1[C:7]([N+:8]([O-:10])=[O:9])=[CH:6][C:5](Br)=[CH:4][C:3]=1[C:12]([CH:14]1[CH2:19][CH2:18][CH2:17][CH2:16][CH2:15]1)=[O:13].B1([C:26]2[CH:31]=[CH:30][CH:29]=[N:28][CH:27]=2)OCCCO1.C([O-])(O)=O.[Na+]. (4) Given the product [NH2:17][C:14]1[CH:15]=[CH:16][C:11]([N:8]2[CH2:9][CH2:10][C:5]3([O:1][CH2:2][CH2:3][O:4]3)[CH2:6][CH2:7]2)=[C:12]([F:20])[CH:13]=1, predict the reactants needed to synthesize it. The reactants are: [O:1]1[C:5]2([CH2:10][CH2:9][N:8]([C:11]3[CH:16]=[CH:15][C:14]([N+:17]([O-])=O)=[CH:13][C:12]=3[F:20])[CH2:7][CH2:6]2)[O:4][CH2:3][CH2:2]1.N[C@@H]1CCN(C2C=CC(N3C[C@H](COC4C=CON=4)OC3=O)=CC=2F)C1. (5) Given the product [CH:1]1([C:4]([N:6]2[CH2:11][CH2:10][N:9]([C:12]3[N:19]=[C:18]([CH:20]4[CH2:21][CH2:22]4)[C:17]([C:23]4[CH:24]=[N:25][N:26]([S:32]([CH3:31])(=[O:34])=[O:33])[CH:27]=4)=[CH:16][C:13]=3[C:14]#[N:15])[CH2:8][C@H:7]2[CH:28]2[CH2:29][CH2:30]2)=[O:5])[CH2:2][CH2:3]1, predict the reactants needed to synthesize it. The reactants are: [CH:1]1([C:4]([N:6]2[CH2:11][CH2:10][N:9]([C:12]3[N:19]=[C:18]([CH:20]4[CH2:22][CH2:21]4)[C:17]([C:23]4[CH:24]=[N:25][NH:26][CH:27]=4)=[CH:16][C:13]=3[C:14]#[N:15])[CH2:8][C@H:7]2[CH:28]2[CH2:30][CH2:29]2)=[O:5])[CH2:3][CH2:2]1.[CH3:31][S:32](Cl)(=[O:34])=[O:33].